The task is: Predict the reaction yield, written as a fraction of the theoretical maximum amount of product (1.0 means a 100% yield; for example, 0.34 means a 34% yield).. This data is from Reaction yield outcomes from USPTO patents with 853,638 reactions. (1) The reactants are C(Cl)(=O)C(Cl)=O.[C:7]([C:11]1[CH:16]=[CH:15][C:14]([S:17]([NH:20][CH2:21][C:22]2[CH:30]=[CH:29][C:25]([C:26]([OH:28])=O)=[CH:24][CH:23]=2)(=[O:19])=[O:18])=[CH:13][CH:12]=1)([CH3:10])([CH3:9])[CH3:8].[CH3:31][C:32]1[N:37]=[CH:36][C:35]([NH2:38])=[CH:34][CH:33]=1. The catalyst is CN(C=O)C.C1COCC1. The product is [C:7]([C:11]1[CH:12]=[CH:13][C:14]([S:17]([NH:20][CH2:21][C:22]2[CH:30]=[CH:29][C:25]([C:26]([NH:38][C:35]3[CH:36]=[N:37][C:32]([CH3:31])=[CH:33][CH:34]=3)=[O:28])=[CH:24][CH:23]=2)(=[O:18])=[O:19])=[CH:15][CH:16]=1)([CH3:8])([CH3:9])[CH3:10]. The yield is 0.740. (2) The reactants are [C:1]1([NH:7][C:8]2[CH:13]=[CH:12][C:11]([CH3:14])=[CH:10][CH:9]=2)[CH:6]=[CH:5][CH:4]=[CH:3][CH:2]=1.I[C:16]1[CH:21]=[CH:20][C:19]([C:22]2[CH:27]=[CH:26][C:25]([C:28]3[CH:33]=[CH:32][C:31](I)=[CH:30][CH:29]=3)=[CH:24][CH:23]=2)=[CH:18][CH:17]=1.C(=O)([O-])[O-].[K+].[K+].CCCCC[CH2:46][CH2:47][CH2:48][CH2:49][CH2:50][CH2:51][CH3:52]. The catalyst is [Cu]. The product is [C:1]1([N:7]([C:8]2[CH:9]=[CH:10][C:11]([CH3:14])=[CH:12][CH:13]=2)[C:16]2[CH:21]=[CH:20][C:19]([C:22]3[CH:27]=[CH:26][C:25]([C:28]4[CH:33]=[CH:32][C:31]([N:7]([C:1]5[CH:6]=[CH:5][CH:4]=[CH:3][CH:2]=5)[C:50]5[CH:49]=[CH:48][C:47]([CH3:46])=[CH:52][CH:51]=5)=[CH:30][CH:29]=4)=[CH:24][CH:23]=3)=[CH:18][CH:17]=2)[CH:2]=[CH:3][CH:4]=[CH:5][CH:6]=1. The yield is 0.764. (3) The reactants are [Si]([O:8][CH2:9][C@@H:10]1[C@@H:14]([O:15][Si:16]([CH:23]([CH3:25])[CH3:24])([CH:20]([CH3:22])[CH3:21])[CH:17]([CH3:19])[CH3:18])[CH2:13][C@H:12]([NH:26][C:27]2[C:32]([C:33]([C:35]3[S:36][CH:37]=[C:38]([CH2:40][C:41]4[O:42][C:43]([C:46]([F:49])([F:48])[F:47])=[CH:44][CH:45]=4)[CH:39]=3)=[O:34])=[CH:31][N:30]=[CH:29][N:28]=2)[CH2:11]1)(C(C)(C)C)(C)C.Cl. The yield is 0.950. The product is [OH:8][CH2:9][C@@H:10]1[C@@H:14]([O:15][Si:16]([CH:23]([CH3:24])[CH3:25])([CH:20]([CH3:21])[CH3:22])[CH:17]([CH3:19])[CH3:18])[CH2:13][C@H:12]([NH:26][C:27]2[C:32]([C:33]([C:35]3[S:36][CH:37]=[C:38]([CH2:40][C:41]4[O:42][C:43]([C:46]([F:47])([F:49])[F:48])=[CH:44][CH:45]=4)[CH:39]=3)=[O:34])=[CH:31][N:30]=[CH:29][N:28]=2)[CH2:11]1. The catalyst is CCO. (4) The reactants are [CH2:1]([Li])[CH2:2][CH2:3][CH3:4].[C:6]([C:9]1[C:10]([O:27][CH2:28][C:29]2[CH:34]=[CH:33][CH:32]=[CH:31][CH:30]=2)=[CH:11][C:12]([O:19]CC2C=CC=CC=2)=[C:13]([CH:18]=1)[C:14]([O:16][CH3:17])=[O:15])(=O)[CH3:7].[CH3:35]O.O1C[CH2:40][CH2:39][CH2:38]1. The catalyst is [Br-].C[P+](C1C=CC=CC=1)(C1C=CC=CC=1)C1C=CC=CC=1. The product is [CH2:1]([O:19][C:12]1[CH:11]=[C:10]([O:27][CH2:28][C:29]2[CH:34]=[CH:33][CH:32]=[CH:31][CH:30]=2)[C:9]([C:6]([CH3:35])=[CH2:7])=[CH:18][C:13]=1[C:14]([O:16][CH3:17])=[O:15])[C:2]1[CH:40]=[CH:39][CH:38]=[CH:4][CH:3]=1. The yield is 0.360. (5) The yield is 0.950. The catalyst is ClCCl. The product is [Br:1][C:2]1[C:3]([CH2:10][O:11][CH2:21][O:22][CH3:23])=[N:4][C:5]([O:8][CH3:9])=[CH:6][CH:7]=1. The reactants are [Br:1][C:2]1[C:3]([CH2:10][OH:11])=[N:4][C:5]([O:8][CH3:9])=[CH:6][CH:7]=1.C(N(CC)C(C)C)(C)C.[CH3:21][O:22][CH2:23]Cl.CO. (6) The reactants are [CH2:1]([C:3]1[N:4]=[C:5]([CH2:38][CH2:39][CH3:40])[N:6]([CH2:23][C:24]2[CH:29]=[CH:28][C:27]([C:30]3[C:31]([C:36]#[N:37])=[CH:32][CH:33]=[CH:34][CH:35]=3)=[CH:26][CH:25]=2)[C:7](=[O:22])[C:8]=1[C:9]1[CH:10]=[C:11]2[C:16](=[CH:17][CH:18]=1)[O:15][C:14]([CH3:20])([CH3:19])[CH2:13][CH:12]2[OH:21])[CH3:2].[N:41]1C(C)=CC=CC=1C.FC(F)(F)S(O[Si](C(C)C)(C(C)C)C(C)C)(=O)=O.[C:67]([O:70]CC)(=[O:69])C. The catalyst is ClCCl. The product is [CH2:1]([C:3]1[N:4]=[C:5]([CH2:38][CH2:39][CH3:40])[N:6]([CH2:23][C:24]2[CH:25]=[CH:26][C:27]([C:30]3[CH:35]=[CH:34][CH:33]=[CH:32][C:31]=3[C:36]3[NH:41][C:67](=[O:69])[O:70][N:37]=3)=[CH:28][CH:29]=2)[C:7](=[O:22])[C:8]=1[C:9]1[CH:10]=[C:11]2[C:16](=[CH:17][CH:18]=1)[O:15][C:14]([CH3:20])([CH3:19])[CH2:13][CH:12]2[OH:21])[CH3:2]. The yield is 0.770. (7) The reactants are [N:1](/[C:4](=[CH:9]\[C:10]1[Se:11][CH:12]=[CH:13][CH:14]=1)/[C:5]([O:7][CH3:8])=[O:6])=[N+]=[N-]. The catalyst is C1(C)C=CC=CC=1. The product is [Se:11]1[C:10]2[CH:9]=[C:4]([C:5]([O:7][CH3:8])=[O:6])[NH:1][C:14]=2[CH:13]=[CH:12]1. The yield is 0.400. (8) The reactants are [NH2:1][C:2]1[CH2:8][C:7]([C:9]([O:11][CH2:12][CH3:13])=[O:10])=[CH:6][C:5]2[CH:14]=[C:15](Br)[CH:16]=[CH:17][C:4]=2[N:3]=1.[Cl:19][C:20]1[CH:21]=[C:22]([N:35]2[CH2:39][CH2:38][O:37][C:36]2=[O:40])[CH:23]=[CH:24][C:25]=1B1OC(C)(C)C(C)(C)O1.C(=O)([O-])[O-].[Cs+].[Cs+]. The catalyst is C(O)C.C1C=CC([P]([Pd]([P](C2C=CC=CC=2)(C2C=CC=CC=2)C2C=CC=CC=2)([P](C2C=CC=CC=2)(C2C=CC=CC=2)C2C=CC=CC=2)[P](C2C=CC=CC=2)(C2C=CC=CC=2)C2C=CC=CC=2)(C2C=CC=CC=2)C2C=CC=CC=2)=CC=1. The product is [NH2:1][C:2]1[CH2:8][C:7]([C:9]([O:11][CH2:12][CH3:13])=[O:10])=[CH:6][C:5]2[CH:14]=[C:15]([C:25]3[CH:24]=[CH:23][C:22]([N:35]4[CH2:39][CH2:38][O:37][C:36]4=[O:40])=[CH:21][C:20]=3[Cl:19])[CH:16]=[CH:17][C:4]=2[N:3]=1. The yield is 0.680.